From a dataset of CYP1A2 inhibition data for predicting drug metabolism from PubChem BioAssay. Regression/Classification. Given a drug SMILES string, predict its absorption, distribution, metabolism, or excretion properties. Task type varies by dataset: regression for continuous measurements (e.g., permeability, clearance, half-life) or binary classification for categorical outcomes (e.g., BBB penetration, CYP inhibition). Dataset: cyp1a2_veith. (1) The drug is N=c1n(-c2ccccc2)c(O)cc(=O)n1-c1ccccc1. The result is 0 (non-inhibitor). (2) The drug is O=C(NCc1ccccc1)C(c1cccs1)N(Cc1cccs1)C(=O)c1cnccn1. The result is 0 (non-inhibitor).